The task is: Predict which catalyst facilitates the given reaction.. This data is from Catalyst prediction with 721,799 reactions and 888 catalyst types from USPTO. (1) Reactant: [CH3:1][O:2][C:3](=[O:20])[CH2:4][CH2:5][C:6]1[N:7]=[C:8](Cl)[C:9]2[C:14]3[CH2:15][CH2:16][CH2:17][CH2:18][C:13]=3[S:12][C:10]=2[N:11]=1.Cl.[CH:22]1([NH:25][CH3:26])[CH2:24][CH2:23]1. Product: [CH3:1][O:2][C:3](=[O:20])[CH2:4][CH2:5][C:6]1[N:7]=[C:8]([N:25]([CH:22]2[CH2:24][CH2:23]2)[CH3:26])[C:9]2[C:14]3[CH2:15][CH2:16][CH2:17][CH2:18][C:13]=3[S:12][C:10]=2[N:11]=1. The catalyst class is: 5. (2) Reactant: [Br:1][C:2]1[CH:14]=[CH:13][C:12]2[C:11]3[C:6](=[CH:7][C:8]([Br:15])=[CH:9][CH:10]=3)[CH2:5][C:4]=2[CH:3]=1.[H-].[Na+].Cl[CH2:19][CH2:20][N:21]([CH2:29][CH2:30]Cl)[C:22](=[O:28])[O:23][C:24]([CH3:27])([CH3:26])[CH3:25]. Product: [Br:1][C:2]1[CH:14]=[CH:13][C:12]2[C:11]3[C:6]([C:5]4([CH2:30][CH2:29][N:21]([C:22]([O:23][C:24]([CH3:26])([CH3:25])[CH3:27])=[O:28])[CH2:20][CH2:19]4)[C:4]=2[CH:3]=1)=[CH:7][C:8]([Br:15])=[CH:9][CH:10]=3. The catalyst class is: 1. (3) Reactant: [CH3:1][C:2]1([CH3:30])[CH2:29][C:6]2[C:7]3[C:12]([NH:13][C@H:14]4[CH2:19][CH2:18][C@H:17]([NH:20][C:21](=O)OC(C)(C)C)[CH2:16][CH2:15]4)=[N:11][CH:10]=[N:9][C:8]=3[S:28][C:5]=2[CH2:4][CH2:3]1.[H-].[H-].[H-].[H-].[Li+].[Al+3]. Product: [CH3:1][C:2]1([CH3:30])[CH2:29][C:6]2[C:7]3[C:12]([NH:13][C@H:14]4[CH2:15][CH2:16][C@H:17]([NH:20][CH3:21])[CH2:18][CH2:19]4)=[N:11][CH:10]=[N:9][C:8]=3[S:28][C:5]=2[CH2:4][CH2:3]1. The catalyst class is: 1. (4) Reactant: [F:1][C:2]1[CH:3]=[C:4]([CH2:11][CH2:12][CH2:13][CH2:14][C:15]([O:17][CH3:18])=[O:16])[CH:5]=[C:6]([N+:8]([O-])=O)[CH:7]=1. Product: [NH2:8][C:6]1[CH:5]=[C:4]([CH2:11][CH2:12][CH2:13][CH2:14][C:15]([O:17][CH3:18])=[O:16])[CH:3]=[C:2]([F:1])[CH:7]=1. The catalyst class is: 19. (5) Reactant: O[Li].O.[O:4]1[CH2:9][CH2:8][C:7](=[CH:10][C:11]([O:13]CC)=[O:12])[CH2:6][CH2:5]1.Cl. Product: [O:4]1[CH2:9][CH2:8][C:7](=[CH:10][C:11]([OH:13])=[O:12])[CH2:6][CH2:5]1. The catalyst class is: 6.